From a dataset of Full USPTO retrosynthesis dataset with 1.9M reactions from patents (1976-2016). Predict the reactants needed to synthesize the given product. (1) Given the product [C:1]([O:5][C:6](=[O:7])[NH:8][C:9]1([C:13]2[CH:18]=[CH:17][C:16]([C:19]3[N:20]=[C:21]4[CH:26]=[C:25]([NH2:40])[CH:24]=[CH:23][N:22]4[C:30]=3[C:31]3[CH:32]=[CH:33][CH:34]=[CH:35][CH:36]=3)=[CH:15][CH:14]=2)[CH2:10][CH2:11][CH2:12]1)([CH3:3])([CH3:2])[CH3:4], predict the reactants needed to synthesize it. The reactants are: [C:1]([O:5][C:6]([NH:8][C:9]1([C:13]2[CH:18]=[CH:17][C:16]([C:19]3[N:20]=[C:21]4[CH:26]=[C:25](C(O)=O)[CH:24]=[CH:23][N:22]4[C:30]=3[C:31]3[CH:36]=[CH:35][CH:34]=[CH:33][CH:32]=3)=[CH:15][CH:14]=2)[CH2:12][CH2:11][CH2:10]1)=[O:7])([CH3:4])([CH3:3])[CH3:2].O.C([N:40](CC)CC)C.C1(P(N=[N+]=[N-])(C2C=CC=CC=2)=O)C=CC=CC=1. (2) Given the product [Cl:1][C:2]1[C:11]2[C:6](=[CH:7][CH:8]=[CH:9][CH:10]=2)[C:5]([N:12]2[CH2:17][CH2:16][NH:15][CH2:14][C@H:13]2[CH3:25])=[N:4][N:3]=1, predict the reactants needed to synthesize it. The reactants are: [Cl:1][C:2]1[C:11]2[C:6](=[CH:7][CH:8]=[CH:9][CH:10]=2)[C:5]([N:12]2[CH2:17][CH2:16][N:15](C(OC(C)(C)C)=O)[CH2:14][C@H:13]2[CH3:25])=[N:4][N:3]=1.FC(F)(F)C(O)=O.C([O-])(O)=O.[Na+]. (3) Given the product [F:1][C:2]1[CH:3]=[C:4]([NH:9][C:10]([C:12]2[N:16]([CH3:17])[CH:15]=[C:14]([C:18](=[O:22])[C:19]([NH:85][C:81]3([CH3:80])[CH2:84][O:83][CH2:82]3)=[O:21])[CH:13]=2)=[O:11])[CH:5]=[CH:6][C:7]=1[F:8], predict the reactants needed to synthesize it. The reactants are: [F:1][C:2]1[CH:3]=[C:4]([NH:9][C:10]([C:12]2[N:16]([CH3:17])[CH:15]=[C:14]([C:18](=[O:22])[C:19]([OH:21])=O)[CH:13]=2)=[O:11])[CH:5]=[CH:6][C:7]=1[F:8].C(NC(=O)C(C1C=C(C(NC2C=CC(F)=C(F)C=2)=O)N(C)C=1)=O)(C)(C)C.C(N(CC)CC)C.F[P-](F)(F)(F)(F)F.N1(OC(N(C)C)=[N+](C)C)C2N=CC=CC=2N=N1.[CH3:80][C:81]1([NH2:85])[CH2:84][O:83][CH2:82]1.